Dataset: Full USPTO retrosynthesis dataset with 1.9M reactions from patents (1976-2016). Task: Predict the reactants needed to synthesize the given product. (1) Given the product [NH3:3].[C:21]([OH:23])(=[O:22])/[CH:4]=[CH:5]/[C:17]([OH:19])=[O:18].[S:1]1[C:5]2[CH:6]=[CH:7][CH:8]=[CH:9][C:4]=2[N:3]=[C:2]1[N:10]1[CH2:15][C@@H:14]2[CH2:16][C@H:11]1[CH2:12][N:13]2[CH3:21], predict the reactants needed to synthesize it. The reactants are: [S:1]1[C:5]2[CH:6]=[CH:7][CH:8]=[CH:9][C:4]=2[N:3]=[C:2]1[N:10]1[CH2:15][C@@H:14]2[CH2:16][C@H:11]1[CH2:12][NH:13]2.[CH2:17]=[O:18].[OH-:19].[Na+].[CH:21]([OH:23])=[O:22]. (2) Given the product [CH:18]1([CH2:17][NH:16][C:14]([C:11]2[CH:12]=[CH:13][C:8]([C:6]3[C:5]([CH3:21])=[CH:4][CH:3]=[C:2]([NH:1][C:27]([C:26]4[O:22][N:23]=[CH:24][CH:25]=4)=[O:28])[CH:7]=3)=[CH:9][CH:10]=2)=[O:15])[CH2:20][CH2:19]1, predict the reactants needed to synthesize it. The reactants are: [NH2:1][C:2]1[CH:3]=[CH:4][C:5]([CH3:21])=[C:6]([C:8]2[CH:13]=[CH:12][C:11]([C:14]([NH:16][CH2:17][CH:18]3[CH2:20][CH2:19]3)=[O:15])=[CH:10][CH:9]=2)[CH:7]=1.[O:22]1[C:26]([C:27](O)=[O:28])=[CH:25][CH:24]=[N:23]1. (3) Given the product [C:3]([O:7][C:8]([NH:10][C:11]([C:14]1[CH:15]=[CH:16][C:17]([C:20]2[C:25]([Cl:26])=[CH:24][N:23]=[C:22]([NH:28][C:29]3[CH:30]=[CH:31][C:32]([N:35]4[CH:39]=[CH:38][N:37]=[CH:36]4)=[CH:33][CH:34]=3)[N:21]=2)=[CH:18][CH:19]=1)([CH3:13])[CH3:12])=[O:9])([CH3:6])([CH3:4])[CH3:5], predict the reactants needed to synthesize it. The reactants are: [H-].[Na+].[C:3]([O:7][C:8]([NH:10][C:11]([C:14]1[CH:19]=[CH:18][C:17]([C:20]2[C:25]([Cl:26])=[CH:24][N:23]=[C:22](Cl)[N:21]=2)=[CH:16][CH:15]=1)([CH3:13])[CH3:12])=[O:9])([CH3:6])([CH3:5])[CH3:4].[NH2:28][C:29]1[CH:34]=[CH:33][C:32]([N:35]2[CH:39]=[CH:38][N:37]=[CH:36]2)=[CH:31][CH:30]=1. (4) Given the product [F:20][C:17]([F:18])([F:19])[CH2:16][C@@H:15]([CH3:21])[CH2:14][C:13]([OH:22])=[O:28], predict the reactants needed to synthesize it. The reactants are: C1([C@@H]2COC(=O)N2[C:13](=[O:22])[CH2:14][C@H:15]([CH3:21])[CH2:16][C:17]([F:20])([F:19])[F:18])C=CC=CC=1.OO.O[Li].O.[O-:28]S([O-])=O.[Na+].[Na+].